Dataset: Full USPTO retrosynthesis dataset with 1.9M reactions from patents (1976-2016). Task: Predict the reactants needed to synthesize the given product. (1) Given the product [CH2:20]([N:16]1[CH2:15][C:14]([CH3:22])([CH3:23])[O:13][C:12]2[N:11]=[C:10]([N:24]3[CH2:29][CH2:28][O:27][CH2:26][C@@H:25]3[CH3:30])[N:9]=[C:8]([C:5]3[CH:6]=[CH:7][C:2]([NH:1][C:41]([NH:45][C:46]4[CH:51]=[CH:50][N:49]=[CH:48][CH:47]=4)=[O:42])=[CH:3][C:4]=3[F:31])[C:18]=2[C:17]1=[O:19])[CH3:21], predict the reactants needed to synthesize it. The reactants are: [NH2:1][C:2]1[CH:7]=[CH:6][C:5]([C:8]2[C:18]3[C:17](=[O:19])[N:16]([CH2:20][CH3:21])[CH2:15][C:14]([CH3:23])([CH3:22])[O:13][C:12]=3[N:11]=[C:10]([N:24]3[CH2:29][CH2:28][O:27][CH2:26][C@@H:25]3[CH3:30])[N:9]=2)=[C:4]([F:31])[CH:3]=1.CCN(C(C)C)C(C)C.[C:41](Cl)(Cl)=[O:42].[NH2:45][C:46]1[CH:51]=[CH:50][N:49]=[CH:48][CH:47]=1. (2) Given the product [CH3:15][O:16][C:17]1[CH:18]=[C:19]2[C:24](=[CH:25][C:26]=1[O:27][CH3:28])[N:23]=[CH:22][CH:21]=[C:20]2[O:29][C:30]1[CH:36]=[CH:35][C:33]([NH:34][C:13]([NH:12][C:10](=[O:11])[C:7]2[CH:6]=[CH:5][C:4]([N+:1]([O-:3])=[O:2])=[CH:9][CH:8]=2)=[S:14])=[C:32]([CH3:37])[C:31]=1[CH3:38], predict the reactants needed to synthesize it. The reactants are: [N+:1]([C:4]1[CH:9]=[CH:8][C:7]([C:10]([N:12]=[C:13]=[S:14])=[O:11])=[CH:6][CH:5]=1)([O-:3])=[O:2].[CH3:15][O:16][C:17]1[CH:18]=[C:19]2[C:24](=[CH:25][C:26]=1[O:27][CH3:28])[N:23]=[CH:22][CH:21]=[C:20]2[O:29][C:30]1[CH:36]=[CH:35][C:33]([NH2:34])=[C:32]([CH3:37])[C:31]=1[CH3:38].C1(C)C=CC=CC=1. (3) Given the product [CH3:19][N:20]1[C:24]([CH3:25])=[N:23][N:22]=[C:21]1[CH:26]1[C:29](=[O:28])[C:30]2[C:14]([C:13]([O:12][CH2:11][CH3:10])=[O:18])=[CH:15][CH:16]=[CH:17][C:9]=2[NH:8][CH:1]1[C:2]1[CH:3]=[CH:4][CH:5]=[CH:6][CH:7]=1, predict the reactants needed to synthesize it. The reactants are: [CH:1](=[N:8]/[C:9]1[CH:17]=[CH:16][CH:15]=[C:14]2[C:10]=1[CH2:11][O:12][C:13]2=[O:18])\[C:2]1[CH:7]=[CH:6][CH:5]=[CH:4][CH:3]=1.[CH3:19][N:20]1[C:24]([CH3:25])=[N:23][N:22]=[C:21]1[CH:26]=O.[O-:28][CH2:29][CH3:30].[Na+].C(O)C. (4) Given the product [C:26]([NH:17][NH:16][C:14]([C:7]1[NH:8][C:9]2[C:5]([C:6]=1[C:18]1[CH:19]=[CH:20][C:21]([O:24][CH3:25])=[CH:22][CH:23]=1)=[CH:4][C:3]([O:2][CH3:1])=[C:11]([O:12][CH3:13])[CH:10]=2)=[O:15])(=[O:28])[CH3:27], predict the reactants needed to synthesize it. The reactants are: [CH3:1][O:2][C:3]1[CH:4]=[C:5]2[C:9](=[CH:10][C:11]=1[O:12][CH3:13])[NH:8][C:7]([C:14]([NH:16][NH2:17])=[O:15])=[C:6]2[C:18]1[CH:23]=[CH:22][C:21]([O:24][CH3:25])=[CH:20][CH:19]=1.[C:26](O)(=[O:28])[CH3:27]. (5) Given the product [CH3:13][O:14][CH:15]([O:23][CH3:24])[C:16]1[CH:21]=[CH:20][N:19]=[CH:18][C:17]=1[O:1][CH2:2][C:3]1[N:8]=[C:7]([C:9]([O:11][CH3:12])=[O:10])[CH:6]=[CH:5][CH:4]=1, predict the reactants needed to synthesize it. The reactants are: [OH:1][CH2:2][C:3]1[N:8]=[C:7]([C:9]([O:11][CH3:12])=[O:10])[CH:6]=[CH:5][CH:4]=1.[CH3:13][O:14][CH:15]([O:23][CH3:24])[C:16]1[CH:21]=[CH:20][N:19]=[CH:18][C:17]=1O.C1(P(C2C=CC=CC=2)C2C=CC=CC=2)C=CC=CC=1.CC(OC(/N=N/C(OC(C)C)=O)=O)C. (6) Given the product [CH2:1]([O:8][C:9]1[CH:14]=[CH:13][C:12]([CH2:15][C@H:16]([NH:21][C:22]([O:24][C:25]([CH3:28])([CH3:27])[CH3:26])=[O:23])[C:17]([OH:19])=[O:18])=[CH:11][CH:10]=1)[C:2]1[CH:3]=[CH:4][CH:5]=[CH:6][CH:7]=1, predict the reactants needed to synthesize it. The reactants are: [CH2:1]([O:8][C:9]1[CH:14]=[CH:13][C:12]([CH2:15][C@H:16]([NH:21][C:22]([O:24][C:25]([CH3:28])([CH3:27])[CH3:26])=[O:23])[C:17]([O:19]C)=[O:18])=[CH:11][CH:10]=1)[C:2]1[CH:7]=[CH:6][CH:5]=[CH:4][CH:3]=1.[OH-].[Li+].